Dataset: Reaction yield outcomes from USPTO patents with 853,638 reactions. Task: Predict the reaction yield, written as a fraction of the theoretical maximum amount of product (1.0 means a 100% yield; for example, 0.34 means a 34% yield). The reactants are Cl[C:2]1[N:9]=[C:8]([CH3:10])[CH:7]=[CH:6][C:3]=1[C:4]#[N:5].[NH3:11]. The catalyst is C(O)C. The product is [NH2:11][C:2]1[N:9]=[C:8]([CH3:10])[CH:7]=[CH:6][C:3]=1[C:4]#[N:5]. The yield is 0.820.